Predict the reaction yield, written as a fraction of the theoretical maximum amount of product (1.0 means a 100% yield; for example, 0.34 means a 34% yield). From a dataset of Reaction yield outcomes from USPTO patents with 853,638 reactions. The reactants are Cl.[NH2:2][C@@H:3]1[CH2:8][CH2:7][C@H:6]([OH:9])[CH2:5][CH2:4]1.C(N(CC)CC)C.[CH3:17][C:18]([O:21][C:22](O[C:22]([O:21][C:18]([CH3:20])([CH3:19])[CH3:17])=[O:23])=[O:23])([CH3:20])[CH3:19]. The catalyst is C(Cl)Cl. The product is [OH:9][C@@H:6]1[CH2:7][CH2:8][C@H:3]([NH:2][C:22](=[O:23])[O:21][C:18]([CH3:20])([CH3:19])[CH3:17])[CH2:4][CH2:5]1. The yield is 0.560.